This data is from Reaction yield outcomes from USPTO patents with 853,638 reactions. The task is: Predict the reaction yield, written as a fraction of the theoretical maximum amount of product (1.0 means a 100% yield; for example, 0.34 means a 34% yield). (1) The reactants are C[O:2][C:3](=[O:38])[C:4]1[CH:9]=[C:8]([O:10][CH2:11][C:12]2[S:13][CH:14]=[C:15]([C:17]3[CH:22]=[CH:21][C:20]([O:23][CH2:24][C:25]4[CH:30]=[CH:29][C:28]([CH:31]([CH2:35][CH2:36][CH3:37])[CH2:32][CH2:33][CH3:34])=[CH:27][CH:26]=4)=[CH:19][CH:18]=3)[N:16]=2)[CH:7]=[N:6][CH:5]=1.O1CCCC1.[OH-].[Na+].Cl. The catalyst is C(O)C. The product is [CH2:32]([CH:31]([C:28]1[CH:27]=[CH:26][C:25]([CH2:24][O:23][C:20]2[CH:19]=[CH:18][C:17]([C:15]3[N:16]=[C:12]([CH2:11][O:10][C:8]4[CH:7]=[N:6][CH:5]=[C:4]([CH:9]=4)[C:3]([OH:38])=[O:2])[S:13][CH:14]=3)=[CH:22][CH:21]=2)=[CH:30][CH:29]=1)[CH2:35][CH2:36][CH3:37])[CH2:33][CH3:34]. The yield is 0.990. (2) The reactants are [CH2:1]([C:8]1[CH:20]=[CH:19][C:11]([O:12][CH2:13][C@H:14]2[CH2:18][CH2:17][CH2:16][NH:15]2)=[CH:10][CH:9]=1)[C:2]1[CH:7]=[CH:6][CH:5]=[CH:4][CH:3]=1.Cl.[N:22]1[CH:27]=[CH:26][CH:25]=[CH:24][C:23]=1[CH2:28]Cl.C(N(CC)CC)C. The catalyst is CN(C=O)C. The product is [CH2:1]([C:8]1[CH:20]=[CH:19][C:11]([O:12][CH2:13][C@H:14]2[CH2:18][CH2:17][CH2:16][N:15]2[CH2:28][C:23]2[CH:24]=[CH:25][CH:26]=[CH:27][N:22]=2)=[CH:10][CH:9]=1)[C:2]1[CH:3]=[CH:4][CH:5]=[CH:6][CH:7]=1. The yield is 0.360. (3) The reactants are O1CCCC1.[NH2:6][C:7]1[C:12]([C:13]2[O:17][N:16]=[C:15]([CH2:18][C:19]3[CH:24]=[CH:23][C:22]([OH:25])=[CH:21][CH:20]=3)[CH:14]=2)=[CH:11][CH:10]=[C:9]([NH2:26])[N:8]=1.[OH-].[Na+].[CH3:29][O:30][C:31]1[CH:32]=[C:33]([CH:36]=[CH:37][CH:38]=1)[CH2:34]Cl. The catalyst is CN(C)C=O. The product is [CH3:29][O:30][C:31]1[CH:32]=[C:33]([CH:36]=[CH:37][CH:38]=1)[CH2:34][O:25][C:22]1[CH:23]=[CH:24][C:19]([CH2:18][C:15]2[CH:14]=[C:13]([C:12]3[C:7]([NH2:6])=[N:8][C:9]([NH2:26])=[CH:10][CH:11]=3)[O:17][N:16]=2)=[CH:20][CH:21]=1. The yield is 0.810. (4) The reactants are [NH2:1][C:2]1[CH:3]=[C:4]2[C:8](=[CH:9][CH:10]=1)[NH:7][C:6]([C:11]([CH3:22])([CH3:21])[CH2:12][NH:13][C:14](=[O:20])[O:15][C:16]([CH3:19])([CH3:18])[CH3:17])=[CH:5]2.[O:23]1[C:27]2[CH:28]=[C:29]([C:32]3([C:35](O)=[O:36])[CH2:34][CH2:33]3)[CH:30]=[CH:31][C:26]=2[O:25][CH2:24]1.C(Cl)CCl.C1C=CC2N(O)N=NC=2C=1.CCN(CC)CC. The catalyst is CN(C=O)C.O. The product is [O:25]1[C:26]2[CH:31]=[CH:30][C:29]([C:32]3([C:35]([NH:1][C:2]4[CH:3]=[C:4]5[C:8](=[CH:9][CH:10]=4)[NH:7][C:6]([C:11]([CH3:22])([CH3:21])[CH2:12][NH:13][C:14](=[O:20])[O:15][C:16]([CH3:17])([CH3:19])[CH3:18])=[CH:5]5)=[O:36])[CH2:33][CH2:34]3)=[CH:28][C:27]=2[O:23][CH2:24]1. The yield is 0.940. (5) The reactants are [CH3:1][O:2][C:3]1[CH:8]=[CH:7][C:6]([C:9](=[O:23])[CH2:10][N:11]2[C:16](=[O:17])[C:15]3[CH:18]=[C:19]([CH3:21])[S:20][C:14]=3[NH:13][C:12]2=[O:22])=[CH:5][CH:4]=1.Br[CH2:25][C:26]1[CH:31]=[CH:30][C:29]([C:32]2[C:33]([C:38]#[N:39])=[CH:34][CH:35]=[CH:36][CH:37]=2)=[CH:28][C:27]=1[F:40].[C:41](=[O:44])([O-])[O-:42].[K+].[K+].C(#[N:49])C. No catalyst specified. The product is [F:40][C:27]1[CH:28]=[C:29]([C:32]2[CH:37]=[CH:36][CH:35]=[CH:34][C:33]=2[C:38]2[NH:49][C:41](=[O:44])[O:42][N:39]=2)[CH:30]=[CH:31][C:26]=1[CH2:25][N:13]1[C:14]2[S:20][C:19]([CH3:21])=[CH:18][C:15]=2[C:16](=[O:17])[N:11]([CH2:10][C:9]([C:6]2[CH:7]=[CH:8][C:3]([O:2][CH3:1])=[CH:4][CH:5]=2)=[O:23])[C:12]1=[O:22]. The yield is 0.390. (6) The reactants are [C:1]([C:11]1[S:12][C:13]([C:27]([CH3:30])([CH3:29])[CH3:28])=[CH:14][C:15]=1[NH:16][C:17]([NH:19][C:20]1[CH:25]=[CH:24][C:23]([CH3:26])=[CH:22][CH:21]=1)=[O:18])([O:3]CC1C=CC=CC=1)=[O:2]. The catalyst is CCO.[Pd]. The product is [C:1]([C:11]1[S:12][C:13]([C:27]([CH3:30])([CH3:29])[CH3:28])=[CH:14][C:15]=1[NH:16][C:17]([NH:19][C:20]1[CH:25]=[CH:24][C:23]([CH3:26])=[CH:22][CH:21]=1)=[O:18])([OH:3])=[O:2]. The yield is 0.900.